Dataset: Reaction yield outcomes from USPTO patents with 853,638 reactions. Task: Predict the reaction yield, written as a fraction of the theoretical maximum amount of product (1.0 means a 100% yield; for example, 0.34 means a 34% yield). (1) The reactants are [OH:1][CH2:2][C@@H:3]1[CH2:7][CH2:6][CH2:5][NH:4]1.[C:8](Cl)(=[O:15])[C:9]1[CH:14]=[CH:13][CH:12]=[CH:11][CH:10]=1.C(=O)([O-])O.[Na+]. The catalyst is ClCCl.O. The product is [C:8]([N:4]1[CH2:5][CH2:6][CH2:7][C@H:3]1[CH2:2][OH:1])(=[O:15])[C:9]1[CH:14]=[CH:13][CH:12]=[CH:11][CH:10]=1. The yield is 0.980. (2) The reactants are [C:1]1(B(O)O)[CH:6]=[CH:5][CH:4]=[CH:3][CH:2]=1.C(=O)([O-])[O-].[Na+].[Na+].Br[C:17]1[C:18]([N:35]2[CH2:40][CH2:39][CH2:38][C@@H:37]([NH:41][C:42](=[O:48])[O:43][C:44]([CH3:47])([CH3:46])[CH3:45])[CH2:36]2)=[C:19]2[C:25]([NH:26][C:27](=[O:34])[C:28]3[CH:33]=[CH:32][CH:31]=[N:30][CH:29]=3)=[CH:24][NH:23][C:20]2=[N:21][CH:22]=1.CC#N.O. The catalyst is O1CCOCC1.C1C=CC([P]([Pd]([P](C2C=CC=CC=2)(C2C=CC=CC=2)C2C=CC=CC=2)([P](C2C=CC=CC=2)(C2C=CC=CC=2)C2C=CC=CC=2)[P](C2C=CC=CC=2)(C2C=CC=CC=2)C2C=CC=CC=2)(C2C=CC=CC=2)C2C=CC=CC=2)=CC=1. The product is [C:27]([NH:26][C:25]1[C:19]2[C:20](=[N:21][CH:22]=[C:17]([C:1]3[CH:6]=[CH:5][CH:4]=[CH:3][CH:2]=3)[C:18]=2[N:35]2[CH2:40][CH2:39][CH2:38][C@@H:37]([NH:41][C:42](=[O:48])[O:43][C:44]([CH3:46])([CH3:45])[CH3:47])[CH2:36]2)[NH:23][CH:24]=1)(=[O:34])[C:28]1[CH:33]=[CH:32][CH:31]=[N:30][CH:29]=1. The yield is 0.600.